From a dataset of Full USPTO retrosynthesis dataset with 1.9M reactions from patents (1976-2016). Predict the reactants needed to synthesize the given product. (1) Given the product [CH:7]1[C:8]2[CH:9]=[CH:10][CH:11]=[C:2]([C:31]([O:34][CH3:36])=[O:33])[C:3]=2[CH:4]=[N:5][N:6]=1, predict the reactants needed to synthesize it. The reactants are: Br[C:2]1[CH:11]=[CH:10][CH:9]=[C:8]2[C:3]=1[CH:4]=[N:5][N:6]=[CH:7]2.C1(P(C2C=CC=CC=2)C2C=CC=CC=2)C=CC=CC=1.[C:31]([O-:34])(=[O:33])C.[K+].[CH3:36]O. (2) Given the product [CH3:11][C:1]1[CH:6]=[CH:5][C:4]([S:7]([O:12][CH2:13][C:14]2([CH3:20])[CH2:18][O:17][C:16](=[O:19])[NH:15]2)(=[O:9])=[O:8])=[CH:3][CH:2]=1, predict the reactants needed to synthesize it. The reactants are: [C:1]1([CH3:11])[CH:6]=[CH:5][C:4]([S:7](Cl)(=[O:9])=[O:8])=[CH:3][CH:2]=1.[OH:12][CH2:13][C:14]1([CH3:20])[CH2:18][O:17][C:16](=[O:19])[NH:15]1.